Dataset: CYP2D6 inhibition data for predicting drug metabolism from PubChem BioAssay. Task: Regression/Classification. Given a drug SMILES string, predict its absorption, distribution, metabolism, or excretion properties. Task type varies by dataset: regression for continuous measurements (e.g., permeability, clearance, half-life) or binary classification for categorical outcomes (e.g., BBB penetration, CYP inhibition). Dataset: cyp2d6_veith. (1) The molecule is O=C(N/N=C/c1ccncc1)c1nc(-c2ccccc2)n2c1CCCCC2. The result is 0 (non-inhibitor). (2) The drug is Cc1ccc(C)c(Cn2cnc3c(cnn3C(C)(C)C)c2=O)c1. The result is 0 (non-inhibitor).